Dataset: Full USPTO retrosynthesis dataset with 1.9M reactions from patents (1976-2016). Task: Predict the reactants needed to synthesize the given product. (1) Given the product [CH:25]1([C:28]2[C:29]([N:41]3[CH2:42][CH2:43][C:44]([F:48])([F:47])[CH2:45][CH2:46]3)=[CH:30][C:31]([O:37][CH:38]([CH3:40])[CH3:39])=[C:32]([CH:36]=2)[CH:33]=[O:34])[CH2:26][CH2:27]1, predict the reactants needed to synthesize it. The reactants are: F[P-](F)(F)(F)(F)F.N1(OC(N(C)C)=[N+](C)C)C2N=CC=CC=2N=N1.[CH:25]1([C:28]2[C:29]([N:41]3[CH2:46][CH2:45][C:44]([F:48])([F:47])[CH2:43][CH2:42]3)=[CH:30][C:31]([O:37][CH:38]([CH3:40])[CH3:39])=[C:32]([CH:36]=2)[C:33](O)=[O:34])[CH2:27][CH2:26]1.Cl.CNOC.C(N(C(C)C)C(C)C)C. (2) Given the product [Br:17][CH2:1][C:2]1[CH:7]=[CH:6][C:5]([O:8][CH2:9][C:10]([F:13])([F:12])[F:11])=[CH:4][C:3]=1[N+:14]([O-:16])=[O:15], predict the reactants needed to synthesize it. The reactants are: [CH3:1][C:2]1[CH:7]=[CH:6][C:5]([O:8][CH2:9][C:10]([F:13])([F:12])[F:11])=[CH:4][C:3]=1[N+:14]([O-:16])=[O:15].[Br:17]N1C(=O)CCC1=O.